Predict the reaction yield, written as a fraction of the theoretical maximum amount of product (1.0 means a 100% yield; for example, 0.34 means a 34% yield). From a dataset of Reaction yield outcomes from USPTO patents with 853,638 reactions. (1) The reactants are [N:1]([CH2:4][C:5]1[CH:6]=[CH:7][C:8]([CH:11]([S:20]([C:23]2[CH:28]=[CH:27][C:26]([Cl:29])=[CH:25][CH:24]=2)(=[O:22])=[O:21])[C:12]2[CH:17]=[C:16]([F:18])[CH:15]=[CH:14][C:13]=2[F:19])=[N:9][CH:10]=1)=[N+]=[N-].C(OCC)(=O)C.C(N(CC)CC)C.[C:43](=O)([O:49]C(C)(C)C)[O:44][C:45]([CH3:48])([CH3:47])[CH3:46]. The catalyst is ClCCl.[C].[Pd].CCCCCC.C(O)C. The product is [C:45]([O:44][C:43](=[O:49])[NH:1][CH2:4][C:5]1[CH:10]=[N:9][C:8]([CH:11]([S:20]([C:23]2[CH:28]=[CH:27][C:26]([Cl:29])=[CH:25][CH:24]=2)(=[O:22])=[O:21])[C:12]2[CH:17]=[C:16]([F:18])[CH:15]=[CH:14][C:13]=2[F:19])=[CH:7][CH:6]=1)([CH3:48])([CH3:47])[CH3:46]. The yield is 0.370. (2) The reactants are [CH:1]1([CH2:4][O:5][C:6]2[N:11]=[CH:10][C:9]([NH:12][S:13]([CH2:16][CH3:17])(=[O:15])=[O:14])=[CH:8][C:7]=2B2OC(C)(C)C(C)(C)O2)[CH2:3][CH2:2]1.Br[C:28]1[C:29]2[CH:38]=[CH:37][O:36][C:30]=2[C:31](=[O:35])[N:32]([CH3:34])[CH:33]=1.[O-]P([O-])([O-])=O.[K+].[K+].[K+]. The catalyst is O1CCOCC1.O.C1C=CC(P(C2C=CC=CC=2)[C-]2C=CC=C2)=CC=1.C1C=CC(P(C2C=CC=CC=2)[C-]2C=CC=C2)=CC=1.Cl[Pd]Cl.[Fe+2]. The product is [CH:1]1([CH2:4][O:5][C:6]2[N:11]=[CH:10][C:9]([NH:12][S:13]([CH2:16][CH3:17])(=[O:14])=[O:15])=[CH:8][C:7]=2[C:28]2[C:29]3[CH:38]=[CH:37][O:36][C:30]=3[C:31](=[O:35])[N:32]([CH3:34])[CH:33]=2)[CH2:2][CH2:3]1. The yield is 0.480. (3) The reactants are [CH3:1][O:2][C:3]1[CH:8]=[CH:7][C:6]([Mg]Br)=[CH:5][CH:4]=1.[N:11]12[CH2:18][CH2:17][C:14]([C:19]([O:21]CC)=O)([CH2:15][CH2:16]1)[CH2:13][CH2:12]2. The catalyst is C1COCC1. The product is [N:11]12[CH2:12][CH2:13][C:14]([C:19]([C:6]3[CH:7]=[CH:8][C:3]([O:2][CH3:1])=[CH:4][CH:5]=3)([C:6]3[CH:7]=[CH:8][C:3]([O:2][CH3:1])=[CH:4][CH:5]=3)[OH:21])([CH2:15][CH2:16]1)[CH2:17][CH2:18]2. The yield is 0.890. (4) The reactants are [CH3:1][O:2][CH2:3][CH2:4][O:5][C:6]1[CH:11]=[CH:10][C:9](/[CH:12]=[CH:13]/[C:14]([O:16][CH2:17][CH3:18])=[O:15])=[C:8]([O:19][C:20]2[CH:25]=[CH:24][C:23]([N+:26]([O-])=O)=[CH:22][CH:21]=2)[CH:7]=1. The catalyst is C(O)C.O1CCCC1.[C].[Pd]. The product is [NH2:26][C:23]1[CH:22]=[CH:21][C:20]([O:19][C:8]2[CH:7]=[C:6]([O:5][CH2:4][CH2:3][O:2][CH3:1])[CH:11]=[CH:10][C:9]=2/[CH:12]=[CH:13]/[C:14]([O:16][CH2:17][CH3:18])=[O:15])=[CH:25][CH:24]=1. The yield is 0.840. (5) The reactants are [CH3:1][N:2]1[C:6]([CH:7]=O)=[N:5][C:4]([N:9]2[CH2:13][CH2:12][CH2:11][CH2:10]2)=[N:3]1.[Cl-].[CH3:15][C:16]1[C:17]([CH2:26][P+](C2C=CC=CC=2)(C2C=CC=CC=2)C2C=CC=CC=2)=[N:18][C:19]2[C:24]([N:25]=1)=[CH:23][CH:22]=[CH:21][CH:20]=2. No catalyst specified. The product is [CH3:15][C:16]1[C:17]([CH:26]=[CH:7][C:6]2[N:2]([CH3:1])[N:3]=[C:4]([N:9]3[CH2:13][CH2:12][CH2:11][CH2:10]3)[N:5]=2)=[N:18][C:19]2[C:24](=[CH:23][CH:22]=[CH:21][CH:20]=2)[N:25]=1. The yield is 0.562. (6) The reactants are [C:1](=[O:12])([O:7][C:8]([CH3:11])([CH3:10])[CH3:9])OC(C)(C)C.[NH2:13][C@H:14]1[CH2:19][CH2:18][CH2:17][C@H:16]([N:20]2C(=O)C3C(=CC=CC=3)C2=O)[CH2:15]1. The catalyst is ClCCl. The product is [NH2:13][C@H:14]1[CH2:19][CH2:18][CH2:17][C@H:16]([NH:20][C:1](=[O:12])[O:7][C:8]([CH3:9])([CH3:10])[CH3:11])[CH2:15]1. The yield is 0.480. (7) The reactants are [F:1][C:2]1[CH:7]=[CH:6][C:5]([C:8]2[S:12][CH:11]=[N:10][CH:9]=2)=[CH:4][CH:3]=1.[Li]CCCC.CN([CH:21]=[O:22])C. The catalyst is C1COCC1. The product is [F:1][C:2]1[CH:3]=[CH:4][C:5]([C:8]2[S:12][C:11]([CH:21]=[O:22])=[N:10][CH:9]=2)=[CH:6][CH:7]=1. The yield is 0.690. (8) The catalyst is C(NCC)C.Cl[Pd](Cl)([P](C1C=CC=CC=1)(C1C=CC=CC=1)C1C=CC=CC=1)[P](C1C=CC=CC=1)(C1C=CC=CC=1)C1C=CC=CC=1.[Cu](I)I. The product is [NH2:1][C:2]1[CH:12]=[CH:11][C:10]([C:13]2[N:14]([C:23]([O:25][C:26]([CH3:29])([CH3:28])[CH3:27])=[O:24])[C:15]3[C:20]([C:21]=2[C:33]#[C:32][CH2:31][CH2:30][OH:34])=[CH:19][CH:18]=[CH:17][CH:16]=3)=[C:4]2[C:5]([NH:7][C:8](=[O:9])[C:3]=12)=[O:6]. The reactants are [NH2:1][C:2]1[CH:12]=[CH:11][C:10]([C:13]2[N:14]([C:23]([O:25][C:26]([CH3:29])([CH3:28])[CH3:27])=[O:24])[C:15]3[C:20]([C:21]=2I)=[CH:19][CH:18]=[CH:17][CH:16]=3)=[C:4]2[C:5]([NH:7][C:8](=[O:9])[C:3]=12)=[O:6].[CH2:30]([OH:34])[CH2:31][C:32]#[CH:33].O. The yield is 0.870.